This data is from Full USPTO retrosynthesis dataset with 1.9M reactions from patents (1976-2016). The task is: Predict the reactants needed to synthesize the given product. The reactants are: [F:1][C:2]1[CH:20]=[CH:19][C:5]([CH2:6][C:7]2[CH:8]=[N:9][C:10]3[N:11]([N:13]=[CH:14][C:15]=3[C:16](O)=[O:17])[CH:12]=2)=[CH:4][C:3]=1[C:21]([F:24])([F:23])[F:22].Cl.[NH2:26][CH2:27][C:28]([NH2:30])=[O:29].CN(C(ON1N=NC2C=CC=CC1=2)=[N+](C)C)C.[B-](F)(F)(F)F.C(N(CC)C(C)C)(C)C.Cl. Given the product [NH2:30][C:28](=[O:29])[CH2:27][NH:26][C:16]([C:15]1[CH:14]=[N:13][N:11]2[CH:12]=[C:7]([CH2:6][C:5]3[CH:19]=[CH:20][C:2]([F:1])=[C:3]([C:21]([F:24])([F:23])[F:22])[CH:4]=3)[CH:8]=[N:9][C:10]=12)=[O:17], predict the reactants needed to synthesize it.